Dataset: Reaction yield outcomes from USPTO patents with 853,638 reactions. Task: Predict the reaction yield, written as a fraction of the theoretical maximum amount of product (1.0 means a 100% yield; for example, 0.34 means a 34% yield). (1) The reactants are C(O[C:6](=[O:25])[NH:7][C@@H:8]([C:14]1[CH:19]=[CH:18][C:17]([O:20][CH3:21])=[C:16]([O:22][CH2:23][CH3:24])[CH:15]=1)[CH2:9][C:10]([OH:13])([CH3:12])[CH3:11])(C)(C)C.Cl.O1CCOCC1.COC(=O)[C:36]1[C:41]([NH:42][C:43]([CH:45]2[CH2:47][CH2:46]2)=[O:44])=[CH:40][CH:39]=[CH:38][C:37]=1[CH2:48]Br.C(N(CC)CC)C. The catalyst is C(Cl)Cl.CN(C=O)C. The product is [CH2:23]([O:22][C:16]1[CH:15]=[C:14]([C@H:8]([N:7]2[C:6](=[O:25])[C:36]3[C:37](=[CH:38][CH:39]=[CH:40][C:41]=3[NH:42][C:43]([CH:45]3[CH2:47][CH2:46]3)=[O:44])[CH2:48]2)[CH2:9][C:10]([OH:13])([CH3:11])[CH3:12])[CH:19]=[CH:18][C:17]=1[O:20][CH3:21])[CH3:24]. The yield is 0.510. (2) The product is [C:1]([C:3]1[CH:4]=[CH:5][C:6]([C:9]2[N:13]3[CH:14]=[C:15]([C:18]4[CH:28]=[CH:27][C:21]([C:22]([OH:24])=[O:23])=[CH:20][CH:19]=4)[N:16]=[CH:17][C:12]3=[N:11][CH:10]=2)=[CH:7][CH:8]=1)#[N:2]. The catalyst is C1COCC1.CO.O. The yield is 0.800. The reactants are [C:1]([C:3]1[CH:8]=[CH:7][C:6]([C:9]2[N:13]3[CH:14]=[C:15]([C:18]4[CH:28]=[CH:27][C:21]([C:22]([O:24]CC)=[O:23])=[CH:20][CH:19]=4)[N:16]=[CH:17][C:12]3=[N:11][CH:10]=2)=[CH:5][CH:4]=1)#[N:2].O[Li].O. (3) The reactants are [C:1]([O:5]O)(C)([CH3:3])[CH3:2].[CH3:7][C:8]([CH3:28])([CH3:27])[C:9]([O:11][CH2:12][C:13]1[NH:22][C:21](=[O:23])[C:20]2[C:15](=[CH:16][C:17]3CCC[C:18]=3[CH:19]=2)[N:14]=1)=[O:10]. The catalyst is C(Cl)Cl. The product is [CH3:7][C:8]([CH3:28])([CH3:27])[C:9]([O:11][CH2:12][C:13]1[NH:22][C:21](=[O:23])[C:20]2[C:15](=[CH:16][C:17]3[CH2:18][CH2:3][C:1](=[O:5])[C:2]=3[CH:19]=2)[N:14]=1)=[O:10]. The yield is 0.450. (4) The reactants are [NH2:1][C:2]1[C:10]2[C:5](=[CH:6][CH:7]=[CH:8][C:9]=2[O:11][CH3:12])[N:4]([CH2:13][C:14]2[CH:15]=[C:16]([CH:20]=[CH:21][CH:22]=2)[C:17]([NH2:19])=[O:18])[N:3]=1.[CH3:23][C:24]1[S:28][C:27]([S:29](Cl)(=[O:31])=[O:30])=[CH:26][CH:25]=1.CS(C)=O. The catalyst is N1C=CC=CC=1. The product is [CH3:12][O:11][C:9]1[CH:8]=[CH:7][CH:6]=[C:5]2[C:10]=1[C:2]([NH:1][S:29]([C:27]1[S:28][C:24]([CH3:23])=[CH:25][CH:26]=1)(=[O:31])=[O:30])=[N:3][N:4]2[CH2:13][C:14]1[CH:15]=[C:16]([CH:20]=[CH:21][CH:22]=1)[C:17]([NH2:19])=[O:18]. The yield is 0.440. (5) The reactants are [CH:1]([C:3]1[N:8]=[N:7][C:6]2[S:9][CH2:10][CH2:11][O:12][C:5]=2[CH:4]=1)=C.I([O-])(=O)(=O)=[O:14].[Na+].C(=O)(O)[O-].[Na+]. The catalyst is O1CCOCC1.O.[Os](=O)(=O)(=O)=O. The product is [N:7]1[C:6]2[S:9][CH2:10][CH2:11][O:12][C:5]=2[CH:4]=[C:3]([CH:1]=[O:14])[N:8]=1. The yield is 0.310.